Dataset: Full USPTO retrosynthesis dataset with 1.9M reactions from patents (1976-2016). Task: Predict the reactants needed to synthesize the given product. (1) Given the product [Br:15][C:11]1[N:10]2[CH2:12][CH2:13][CH2:14][C:9]2=[N:8][C:7]=1[C:1]1[CH:2]=[CH:3][CH:4]=[CH:5][CH:6]=1, predict the reactants needed to synthesize it. The reactants are: [C:1]1([C:7]2[N:8]=[C:9]3[CH2:14][CH2:13][CH2:12][N:10]3[CH:11]=2)[CH:6]=[CH:5][CH:4]=[CH:3][CH:2]=1.[Br:15]Br.C([O-])(O)=O.[Na+]. (2) Given the product [CH2:21]1[C:31]2=[C:32]3[C:27](=[CH:28][CH:29]=[CH:30]2)[C:26]([CH2:33][N:34]([CH3:35])[C:18](=[O:20])/[CH:17]=[CH:16]/[C:5]2[CH:6]=[N:7][C:8]4[NH:9][C:10](=[O:15])[C:11]([CH:12]([CH3:13])[CH3:14])=[C:2]([OH:1])[C:3]=4[CH:4]=2)=[CH:25][CH:24]=[C:23]3[CH2:22]1, predict the reactants needed to synthesize it. The reactants are: [OH:1][C:2]1[C:3]2[CH:4]=[C:5](/[CH:16]=[CH:17]/[C:18]([OH:20])=O)[CH:6]=[N:7][C:8]=2[NH:9][C:10](=[O:15])[C:11]=1[CH:12]([CH3:14])[CH3:13].[CH2:21]1[C:31]2=[C:32]3[C:27](=[CH:28][CH:29]=[CH:30]2)[C:26]([CH2:33][NH:34][CH3:35])=[CH:25][CH:24]=[C:23]3[CH2:22]1.CCN=C=NCCCN(C)C.C1C=CC2N(O)N=NC=2C=1.CCN(C(C)C)C(C)C.Cl. (3) Given the product [CH2:55]([Cl:57])[Cl:56].[CH3:1][OH:2].[NH4+:3].[OH-:2].[NH:15]1[C:16]2[CH:22]=[CH:21][CH:20]=[CH:19][C:17]=2[N:18]=[C:14]1[NH:13][C:1]([N:44]1[CH2:45][CH2:46][CH:41]([N:40]([CH2:47][C:48]2[C:53]([CH3:54])=[CH:52][CH:51]=[CH:50][N:49]=2)[CH2:39][C:34]2[C:33]([CH3:32])=[CH:38][CH:37]=[CH:36][N:35]=2)[CH2:42][CH2:43]1)=[O:2], predict the reactants needed to synthesize it. The reactants are: [C:1](N1C=CN=C1)([N:3]1C=CN=C1)=[O:2].[NH2:13][C:14]1[NH:15][C:16]2[CH:22]=[CH:21][CH:20]=[CH:19][C:17]=2[N:18]=1.CCN(C(C)C)C(C)C.[CH3:32][C:33]1[C:34]([CH2:39][N:40]([CH2:47][C:48]2[C:53]([CH3:54])=[CH:52][CH:51]=[CH:50][N:49]=2)[CH:41]2[CH2:46][CH2:45][NH:44][CH2:43][CH2:42]2)=[N:35][CH:36]=[CH:37][CH:38]=1.[CH2:55]([Cl:57])[Cl:56]. (4) The reactants are: Br[C:2]1[CH:3]=[N:4][C:5]([CH:8]2[CH2:12][CH2:11][N:10]([C:13]([O:15][CH:16]3[CH:23]4[CH2:24][C:19]5([C:26]([O:28][CH3:29])=[O:27])[CH2:20][CH:21]([CH2:25][CH:17]3[CH2:18]5)[CH2:22]4)=[O:14])[CH2:9]2)=[N:6][CH:7]=1.I[C:31]1[CH:36]=[CH:35][N:34]([CH3:37])[C:33](=[O:38])[CH:32]=1.CC1(C)C(C)(C)OB(B2OC(C)(C)C(C)(C)O2)O1.CC([O-])=O.[K+]. Given the product [CH3:37][N:34]1[CH:35]=[CH:36][C:31]([C:2]2[CH:3]=[N:4][C:5]([CH:8]3[CH2:12][CH2:11][N:10]([C:13]([O:15][CH:16]4[CH:23]5[CH2:24][C:19]6([C:26]([O:28][CH3:29])=[O:27])[CH2:20][CH:21]([CH2:25][CH:17]4[CH2:18]6)[CH2:22]5)=[O:14])[CH2:9]3)=[N:6][CH:7]=2)=[CH:32][C:33]1=[O:38], predict the reactants needed to synthesize it. (5) Given the product [F:36][CH:20]([F:19])[CH:21]([C:23]1[CH:31]=[CH:30][C:29]([F:32])=[C:28]2[C:24]=1[C:25]([F:35])([F:34])[C:26](=[O:33])[NH:27]2)[OH:22], predict the reactants needed to synthesize it. The reactants are: FC1(F)C2C(=CC=CC=2C(=O)C(F)(F)F)NC1=O.[F:19][CH:20]([F:36])[C:21]([C:23]1[CH:31]=[CH:30][C:29]([F:32])=[C:28]2[C:24]=1[C:25]([F:35])([F:34])[C:26](=[O:33])[NH:27]2)=[O:22]. (6) Given the product [Cl:20][CH2:2][C:3]([NH2:5])=[O:4].[CH3:6][NH:5][C:3](=[O:4])[CH2:2][C:7]1[CH:8]=[CH:9][CH:10]=[CH:11][CH:12]=1, predict the reactants needed to synthesize it. The reactants are: N[CH:2]([C:7]1[CH:12]=[CH:11][CH:10]=[CH:9][CH:8]=1)[C:3]([NH:5][CH3:6])=[O:4].O.C([O-])([O-])=O.[Na+].[Na+].[Cl:20]CC(Cl)=O. (7) Given the product [CH2:39]([C:41]1[C:42]([NH:51][C@H:52]2[CH2:56][CH2:55][CH2:54][C@@H:53]2[NH:57][C:7](=[O:9])[C:6]2[CH:10]=[C:2]([F:1])[CH:3]=[CH:4][C:5]=2[C:11]2[N:16]=[CH:15][CH:14]=[CH:13][N:12]=2)=[N:43][CH:44]=[C:45]([C:47]([F:50])([F:48])[F:49])[N:46]=1)[CH3:40], predict the reactants needed to synthesize it. The reactants are: [F:1][C:2]1[CH:3]=[CH:4][C:5]([C:11]2[N:16]=[CH:15][CH:14]=[CH:13][N:12]=2)=[C:6]([CH:10]=1)[C:7]([OH:9])=O.N1C2C(=NC=CC=2)N(O)N=1.C(Cl)CCl.C(N(CC)CC)C.Cl.[CH2:39]([C:41]1[C:42]([NH:51][C@H:52]2[CH2:56][CH2:55][CH2:54][C@@H:53]2[NH2:57])=[N:43][CH:44]=[C:45]([C:47]([F:50])([F:49])[F:48])[N:46]=1)[CH3:40].